From a dataset of NCI-60 drug combinations with 297,098 pairs across 59 cell lines. Regression. Given two drug SMILES strings and cell line genomic features, predict the synergy score measuring deviation from expected non-interaction effect. (1) Synergy scores: CSS=15.8, Synergy_ZIP=-8.03, Synergy_Bliss=1.45, Synergy_Loewe=-11.0, Synergy_HSA=1.44. Cell line: SF-539. Drug 1: CC(C)(C#N)C1=CC(=CC(=C1)CN2C=NC=N2)C(C)(C)C#N. Drug 2: CN(CC1=CN=C2C(=N1)C(=NC(=N2)N)N)C3=CC=C(C=C3)C(=O)NC(CCC(=O)O)C(=O)O. (2) Drug 1: C1=NC2=C(N1)C(=S)N=CN2. Drug 2: C1CCC(C(C1)N)N.C(=O)(C(=O)[O-])[O-].[Pt+4]. Cell line: SW-620. Synergy scores: CSS=49.1, Synergy_ZIP=-6.86, Synergy_Bliss=-5.67, Synergy_Loewe=-2.21, Synergy_HSA=-0.0546. (3) Drug 1: C1=C(C(=O)NC(=O)N1)N(CCCl)CCCl. Drug 2: CC1CCCC2(C(O2)CC(NC(=O)CC(C(C(=O)C(C1O)C)(C)C)O)C(=CC3=CSC(=N3)C)C)C. Cell line: MOLT-4. Synergy scores: CSS=58.3, Synergy_ZIP=3.39, Synergy_Bliss=2.61, Synergy_Loewe=3.38, Synergy_HSA=3.39. (4) Drug 1: C1CC(C1)(C(=O)O)C(=O)O.[NH2-].[NH2-].[Pt+2]. Drug 2: CC(C)(C#N)C1=CC(=CC(=C1)CN2C=NC=N2)C(C)(C)C#N. Cell line: SW-620. Synergy scores: CSS=5.42, Synergy_ZIP=-2.05, Synergy_Bliss=-3.33, Synergy_Loewe=-4.04, Synergy_HSA=-3.98. (5) Drug 1: CCCS(=O)(=O)NC1=C(C(=C(C=C1)F)C(=O)C2=CNC3=C2C=C(C=N3)C4=CC=C(C=C4)Cl)F. Synergy scores: CSS=39.3, Synergy_ZIP=4.02, Synergy_Bliss=-0.384, Synergy_Loewe=-3.26, Synergy_HSA=-1.94. Drug 2: CC1=C(C(=CC=C1)Cl)NC(=O)C2=CN=C(S2)NC3=CC(=NC(=N3)C)N4CCN(CC4)CCO. Cell line: COLO 205. (6) Drug 1: C1=CC=C(C(=C1)C(C2=CC=C(C=C2)Cl)C(Cl)Cl)Cl. Drug 2: CC1CCCC2(C(O2)CC(NC(=O)CC(C(C(=O)C(C1O)C)(C)C)O)C(=CC3=CSC(=N3)C)C)C. Cell line: TK-10. Synergy scores: CSS=39.1, Synergy_ZIP=4.25, Synergy_Bliss=3.33, Synergy_Loewe=-19.3, Synergy_HSA=3.21. (7) Drug 1: CC12CCC3C(C1CCC2=O)CC(=C)C4=CC(=O)C=CC34C. Drug 2: CCCCCOC(=O)NC1=NC(=O)N(C=C1F)C2C(C(C(O2)C)O)O. Cell line: MDA-MB-231. Synergy scores: CSS=54.2, Synergy_ZIP=-0.322, Synergy_Bliss=-3.93, Synergy_Loewe=-2.66, Synergy_HSA=-3.20. (8) Drug 1: C1CCN(CC1)CCOC2=CC=C(C=C2)C(=O)C3=C(SC4=C3C=CC(=C4)O)C5=CC=C(C=C5)O. Drug 2: CC1=C2C(C(=O)C3(C(CC4C(C3C(C(C2(C)C)(CC1OC(=O)C(C(C5=CC=CC=C5)NC(=O)OC(C)(C)C)O)O)OC(=O)C6=CC=CC=C6)(CO4)OC(=O)C)OC)C)OC. Cell line: CAKI-1. Synergy scores: CSS=58.3, Synergy_ZIP=16.2, Synergy_Bliss=16.0, Synergy_Loewe=-7.14, Synergy_HSA=17.5. (9) Drug 1: CCC1(CC2CC(C3=C(CCN(C2)C1)C4=CC=CC=C4N3)(C5=C(C=C6C(=C5)C78CCN9C7C(C=CC9)(C(C(C8N6C)(C(=O)OC)O)OC(=O)C)CC)OC)C(=O)OC)O.OS(=O)(=O)O. Drug 2: CN(CCCl)CCCl.Cl. Cell line: U251. Synergy scores: CSS=24.0, Synergy_ZIP=-1.68, Synergy_Bliss=-0.116, Synergy_Loewe=-0.403, Synergy_HSA=-0.629. (10) Drug 1: CC(C)NC(=O)C1=CC=C(C=C1)CNNC.Cl. Drug 2: CC1C(C(CC(O1)OC2CC(CC3=C2C(=C4C(=C3O)C(=O)C5=CC=CC=C5C4=O)O)(C(=O)C)O)N)O. Cell line: MALME-3M. Synergy scores: CSS=47.9, Synergy_ZIP=-5.72, Synergy_Bliss=-7.66, Synergy_Loewe=-11.0, Synergy_HSA=-5.18.